From a dataset of Catalyst prediction with 721,799 reactions and 888 catalyst types from USPTO. Predict which catalyst facilitates the given reaction. Reactant: C[O:2][C:3]([C:5]1[N:6]=[C:7]([CH2:28][CH:29]2[CH2:33][CH2:32][CH2:31][CH2:30]2)[C:8]2[C:13]([CH:14]=1)=[CH:12][CH:11]=[C:10]([C:15](=[O:27])[NH:16][CH:17]1[CH2:22][CH2:21][CH:20]([C:23]([CH3:26])([CH3:25])[CH3:24])[CH2:19][CH2:18]1)[CH:9]=2)=[O:4].CO.[Li+].[OH-]. Product: [C:23]([CH:20]1[CH2:19][CH2:18][CH:17]([NH:16][C:15]([C:10]2[CH:9]=[C:8]3[C:13]([CH:14]=[C:5]([C:3]([OH:4])=[O:2])[N:6]=[C:7]3[CH2:28][CH:29]3[CH2:30][CH2:31][CH2:32][CH2:33]3)=[CH:12][CH:11]=2)=[O:27])[CH2:22][CH2:21]1)([CH3:26])([CH3:24])[CH3:25]. The catalyst class is: 1.